From a dataset of Forward reaction prediction with 1.9M reactions from USPTO patents (1976-2016). Predict the product of the given reaction. (1) Given the reactants S(Cl)([Cl:4])(=O)=O.[CH2:6]([O:8][C:9](=[O:18])[CH2:10][C:11](=[O:17])[C:12]([CH3:16])([CH3:15])[CH:13]=[CH2:14])[CH3:7], predict the reaction product. The product is: [CH2:6]([O:8][C:9](=[O:18])[CH:10]([Cl:4])[C:11](=[O:17])[C:12]([CH3:16])([CH3:15])[CH:13]=[CH2:14])[CH3:7]. (2) The product is: [C:20]([C:22]1[NH:23][C:24]([CH2:27][C:28]2[S:29][C:30]([C:5]([C:6]3[CH:11]=[CH:10][CH:9]=[CH:8][CH:7]=3)=[O:12])=[CH:31][CH:32]=2)=[CH:25][CH:26]=1)(=[O:21])[C:14]1[CH:15]=[CH:16][CH:17]=[CH:18][CH:19]=1. Given the reactants [Al+3].[Cl-].[Cl-].[Cl-].[C:5](Cl)(=[O:12])[C:6]1[CH:11]=[CH:10][CH:9]=[CH:8][CH:7]=1.[C:14]1([C:20]([C:22]2[NH:23][C:24]([CH2:27][C:28]3[S:29][CH:30]=[CH:31][CH:32]=3)=[CH:25][CH:26]=2)=[O:21])[CH:19]=[CH:18][CH:17]=[CH:16][CH:15]=1, predict the reaction product.